From a dataset of Catalyst prediction with 721,799 reactions and 888 catalyst types from USPTO. Predict which catalyst facilitates the given reaction. (1) Reactant: [F:1][C:2]([F:35])([F:34])[C:3]1[CH:8]=[CH:7][C:6]([CH:9]([C:24]2[CH:29]=[CH:28][C:27]([C:30]([F:33])([F:32])[F:31])=[CH:26][CH:25]=2)[O:10][C:11]2[CH:20]=[CH:19][C:18]([N+:21]([O-])=O)=[CH:17][C:12]=2[C:13]([O:15][CH3:16])=[O:14])=[CH:5][CH:4]=1.[Cl-].[Ca+2].[Cl-]. Product: [NH2:21][C:18]1[CH:19]=[CH:20][C:11]([O:10][CH:9]([C:6]2[CH:7]=[CH:8][C:3]([C:2]([F:1])([F:34])[F:35])=[CH:4][CH:5]=2)[C:24]2[CH:25]=[CH:26][C:27]([C:30]([F:31])([F:32])[F:33])=[CH:28][CH:29]=2)=[C:12]([CH:17]=1)[C:13]([O:15][CH3:16])=[O:14]. The catalyst class is: 190. (2) Reactant: [F:1][C:2]1[CH:3]=[C:4]([CH:7]=[CH:8][C:9]=1[O:10][C:11]([F:14])([F:13])[F:12])[CH:5]=O.[C:15]([O-:18])(=O)[CH3:16].[NH4+:19].[C:20](O)(=O)[CH2:21][C:22]([OH:24])=[O:23]. Product: [CH:2]([O:18][CH:15]([CH3:16])[CH3:20])([CH3:3])[CH3:9].[NH2:19][CH:5]([C:4]1[CH:7]=[CH:8][C:9]([O:10][C:11]([F:14])([F:13])[F:12])=[C:2]([F:1])[CH:3]=1)[CH2:21][C:22]([OH:24])=[O:23]. The catalyst class is: 8. (3) Reactant: [C:1]([O:4][C@@H:5]1[C@H:9]([CH2:10][CH2:11][CH2:12][CH2:13][CH2:14][CH2:15][C:16]([O:18][CH3:19])=[O:17])[C@@H:8]([CH2:20][O:21][Si](C(C)(C)C)(C)C)[C@H:7]([O:29][CH:30]2[CH2:35][CH2:34][CH2:33][CH2:32][O:31]2)[CH2:6]1)(=[O:3])[CH3:2].[F-].C([N+](CCCC)(CCCC)CCCC)CCC. Product: [C:1]([O:4][C@@H:5]1[C@H:9]([CH2:10][CH2:11][CH2:12][CH2:13][CH2:14][CH2:15][C:16]([O:18][CH3:19])=[O:17])[C@@H:8]([CH2:20][OH:21])[C@H:7]([O:29][CH:30]2[CH2:35][CH2:34][CH2:33][CH2:32][O:31]2)[CH2:6]1)(=[O:3])[CH3:2]. The catalyst class is: 7. (4) Reactant: [F:1][C:2]([F:14])([F:13])[C:3]1[N:8]=[C:7]([C:9](OC)=[O:10])[CH:6]=[N:5][CH:4]=1.[NH4+:15].[OH-]. Product: [F:1][C:2]([F:14])([F:13])[C:3]1[N:8]=[C:7]([C:9]([NH2:15])=[O:10])[CH:6]=[N:5][CH:4]=1. The catalyst class is: 14. (5) Reactant: [NH2:1][C:2]1[C:3]([Br:9])=[N:4][CH:5]=[CH:6][C:7]=1[CH3:8].C([O-])(=O)C.[K+].[N:15]([O-])=O.[Na+]. Product: [Br:9][C:3]1[N:4]=[CH:5][CH:6]=[C:7]2[CH:8]=[N:15][NH:1][C:2]=12. The catalyst class is: 313.